This data is from Reaction yield outcomes from USPTO patents with 853,638 reactions. The task is: Predict the reaction yield, written as a fraction of the theoretical maximum amount of product (1.0 means a 100% yield; for example, 0.34 means a 34% yield). (1) The reactants are [CH2:1]([N:3]1[C:7]([C:8]2[CH:9]=[N:10][NH:11][C:12]=2[NH2:13])=[CH:6][CH:5]=[N:4]1)[CH3:2].[CH3:14][N:15]1[C:23]2[C:18](=[CH:19][C:20]([C:24](=O)[CH2:25][C:26](OCC)=[O:27])=[CH:21][CH:22]=2)[CH:17]=[N:16]1.CC1C=CC(S(O)(=O)=O)=CC=1. The catalyst is CCCCO. The product is [CH2:1]([N:3]1[C:7]([C:8]2[CH:9]=[N:10][N:11]3[C:26](=[O:27])[CH:25]=[C:24]([C:20]4[CH:19]=[C:18]5[C:23](=[CH:22][CH:21]=4)[N:15]([CH3:14])[N:16]=[CH:17]5)[NH:13][C:12]=23)=[CH:6][CH:5]=[N:4]1)[CH3:2]. The yield is 0.770. (2) The catalyst is O1CCOCC1.C(OCC)(=O)C.C1C=CC(P(C2C=CC=CC=2)[C-]2C=CC=C2)=CC=1.C1C=CC(P(C2C=CC=CC=2)[C-]2C=CC=C2)=CC=1.Cl[Pd]Cl.[Fe+2]. The product is [CH3:1][O:2][C:3](=[O:30])[NH:4][C@H:5]([C:9]([N:11]1[CH2:15][C@@H:14]([O:16][CH3:17])[CH2:13][C@H:12]1[C:18]1[NH:22][CH:21]=[C:20]([C:23]2[CH:28]=[CH:27][C:26]([B:34]3[O:35][C:36]([CH3:38])([CH3:37])[C:32]([CH3:48])([CH3:31])[O:33]3)=[CH:25][CH:24]=2)[N:19]=1)=[O:10])[CH:6]([CH3:8])[CH3:7]. The yield is 0.580. The reactants are [CH3:1][O:2][C:3](=[O:30])[NH:4][C@H:5]([C:9]([N:11]1[CH2:15][C@@H:14]([O:16][CH3:17])[CH2:13][C@H:12]1[C:18]1[NH:19][C:20]([C:23]2[CH:28]=[CH:27][C:26](Br)=[CH:25][CH:24]=2)=[CH:21][N:22]=1)=[O:10])[CH:6]([CH3:8])[CH3:7].[CH3:31][C:32]1([CH3:48])[C:36]([CH3:38])([CH3:37])[O:35][B:34]([B:34]2[O:35][C:36]([CH3:38])([CH3:37])[C:32]([CH3:48])([CH3:31])[O:33]2)[O:33]1.C([O-])(=O)C.[K+].